The task is: Predict the product of the given reaction.. This data is from Forward reaction prediction with 1.9M reactions from USPTO patents (1976-2016). (1) Given the reactants [O:1]=[C:2]1[CH:7]=[C:6]([C:8]([OH:10])=O)[CH:5]=[CH:4][N:3]1[CH2:11][CH2:12][CH2:13][CH2:14][N:15]1[CH:19]=[C:18]([C:20](=[O:34])[NH:21][CH2:22][C:23]2[CH:28]=[CH:27][CH:26]=[C:25]([O:29][C:30]([F:33])([F:32])[F:31])[CH:24]=2)[N:17]=[N:16]1.[C:35]1([CH2:41][NH2:42])[CH:40]=[CH:39][CH:38]=[CH:37][CH:36]=1.CCN(C(C)C)C(C)C.CN(C(ON1N=NC2C=CC=NC1=2)=[N+](C)C)C.F[P-](F)(F)(F)(F)F, predict the reaction product. The product is: [CH2:41]([NH:42][C:8]([C:6]1[CH:5]=[CH:4][N:3]([CH2:11][CH2:12][CH2:13][CH2:14][N:15]2[CH:19]=[C:18]([C:20](=[O:34])[NH:21][CH2:22][C:23]3[CH:28]=[CH:27][CH:26]=[C:25]([O:29][C:30]([F:31])([F:33])[F:32])[CH:24]=3)[N:17]=[N:16]2)[C:2](=[O:1])[CH:7]=1)=[O:10])[C:35]1[CH:40]=[CH:39][CH:38]=[CH:37][CH:36]=1. (2) Given the reactants CS(O[CH2:6][CH2:7][CH2:8][C:9]1[CH:14]=[C:13]([CH3:15])[C:12]([Br:16])=[C:11]([CH3:17])[CH:10]=1)(=O)=O.[C-:18]#[N:19].[Na+].O, predict the reaction product. The product is: [Br:16][C:12]1[C:13]([CH3:15])=[CH:14][C:9]([CH2:8][CH2:7][CH2:6][C:18]#[N:19])=[CH:10][C:11]=1[CH3:17]. (3) Given the reactants F[C:2]1[CH:12]=[CH:11][C:5]([C:6]([O:8][CH2:9][CH3:10])=[O:7])=[CH:4][C:3]=1[N+:13]([O-:15])=[O:14].[SH:16][C:17]1[CH:26]=[CH:25][CH:24]=[CH:23][C:18]=1[C:19]([O:21][CH3:22])=[O:20].C([O-])([O-])=O.[Cs+].[Cs+], predict the reaction product. The product is: [CH2:9]([O:8][C:6](=[O:7])[C:5]1[CH:11]=[CH:12][C:2]([S:16][C:17]2[CH:26]=[CH:25][CH:24]=[CH:23][C:18]=2[C:19]([O:21][CH3:22])=[O:20])=[C:3]([N+:13]([O-:15])=[O:14])[CH:4]=1)[CH3:10]. (4) Given the reactants [CH3:1][O:2][C:3]([C:5]1([C:8]2[O:12][N:11]=[C:10]([C:13]3[CH:18]=[CH:17][C:16]([OH:19])=[CH:15][CH:14]=3)[C:9]=2[C:20]2[CH:25]=[CH:24][CH:23]=[CH:22][CH:21]=2)[CH2:7][CH2:6]1)=[O:4].[Si:26](Cl)([C:29]([CH3:32])([CH3:31])[CH3:30])([CH3:28])[CH3:27].CN1C=CN=C1, predict the reaction product. The product is: [CH3:1][O:2][C:3]([C:5]1([C:8]2[O:12][N:11]=[C:10]([C:13]3[CH:18]=[CH:17][C:16]([O:19][Si:26]([C:29]([CH3:32])([CH3:31])[CH3:30])([CH3:28])[CH3:27])=[CH:15][CH:14]=3)[C:9]=2[C:20]2[CH:25]=[CH:24][CH:23]=[CH:22][CH:21]=2)[CH2:6][CH2:7]1)=[O:4]. (5) Given the reactants [C:1]1([CH:7]([NH:9][CH:10]([CH3:13])[CH2:11][OH:12])[CH3:8])[CH:6]=[CH:5][CH:4]=[CH:3][CH:2]=1.N1C=CC=CC=1.[F:20][C:21]1[CH:26]=[CH:25][C:24](B(O)O)=[CH:23][C:22]=1[Cl:30], predict the reaction product. The product is: [Cl:30][C:22]1[CH:23]=[C:24]([N:9]([CH:7]([C:1]2[CH:6]=[CH:5][CH:4]=[CH:3][CH:2]=2)[CH3:8])[CH:10]([CH3:13])[CH2:11][OH:12])[CH:25]=[CH:26][C:21]=1[F:20].